This data is from Full USPTO retrosynthesis dataset with 1.9M reactions from patents (1976-2016). The task is: Predict the reactants needed to synthesize the given product. (1) Given the product [CH3:1][O:2][C:3]([C@@H:5]1[CH2:9][C@@H:8]([S:10]([C:13]2[CH:18]=[CH:17][CH:16]=[CH:15][C:14]=2[Cl:19])(=[O:11])=[O:12])[CH2:7][N:6]1[C:24]1[S:23][N:22]=[C:21]([Cl:20])[N:25]=1)=[O:4], predict the reactants needed to synthesize it. The reactants are: [CH3:1][O:2][C:3]([C@@H:5]1[CH2:9][C@@H:8]([S:10]([C:13]2[CH:18]=[CH:17][CH:16]=[CH:15][C:14]=2[Cl:19])(=[O:12])=[O:11])[CH2:7][NH:6]1)=[O:4].[Cl:20][C:21]1[N:25]=[C:24](Cl)[S:23][N:22]=1. (2) Given the product [OH:26][CH:25]([C:2]1[S:6][CH:5]=[C:4]([C:7]([O:9][CH3:10])=[O:8])[C:3]=1[CH3:11])[CH:22]1[CH2:23][CH2:24][N:19]([C:12]([O:14][C:15]([CH3:18])([CH3:17])[CH3:16])=[O:13])[CH2:20][CH2:21]1, predict the reactants needed to synthesize it. The reactants are: I[C:2]1[S:6][CH:5]=[C:4]([C:7]([O:9][CH3:10])=[O:8])[C:3]=1[CH3:11].[C:12]([N:19]1[CH2:24][CH2:23][CH:22]([CH:25]=[O:26])[CH2:21][CH2:20]1)([O:14][C:15]([CH3:18])([CH3:17])[CH3:16])=[O:13].CCOC(C)=O.